The task is: Regression. Given two drug SMILES strings and cell line genomic features, predict the synergy score measuring deviation from expected non-interaction effect.. This data is from NCI-60 drug combinations with 297,098 pairs across 59 cell lines. (1) Drug 1: CCCS(=O)(=O)NC1=C(C(=C(C=C1)F)C(=O)C2=CNC3=C2C=C(C=N3)C4=CC=C(C=C4)Cl)F. Drug 2: C1=CC=C(C(=C1)C(C2=CC=C(C=C2)Cl)C(Cl)Cl)Cl. Cell line: HCT-15. Synergy scores: CSS=6.71, Synergy_ZIP=0.863, Synergy_Bliss=4.57, Synergy_Loewe=2.69, Synergy_HSA=2.20. (2) Drug 1: CC1=CC2C(CCC3(C2CCC3(C(=O)C)OC(=O)C)C)C4(C1=CC(=O)CC4)C. Drug 2: C#CCC(CC1=CN=C2C(=N1)C(=NC(=N2)N)N)C3=CC=C(C=C3)C(=O)NC(CCC(=O)O)C(=O)O. Cell line: EKVX. Synergy scores: CSS=3.49, Synergy_ZIP=-3.30, Synergy_Bliss=-5.81, Synergy_Loewe=-4.44, Synergy_HSA=-3.71. (3) Drug 1: CC1=CC=C(C=C1)C2=CC(=NN2C3=CC=C(C=C3)S(=O)(=O)N)C(F)(F)F. Drug 2: C1CN(CCN1C(=O)CCBr)C(=O)CCBr. Cell line: OVCAR-5. Synergy scores: CSS=27.4, Synergy_ZIP=-0.651, Synergy_Bliss=1.54, Synergy_Loewe=14.5, Synergy_HSA=6.76. (4) Drug 1: C1=CC(=CC=C1CC(C(=O)O)N)N(CCCl)CCCl.Cl. Drug 2: CN(CCCl)CCCl.Cl. Cell line: MDA-MB-231. Synergy scores: CSS=17.7, Synergy_ZIP=-5.94, Synergy_Bliss=2.96, Synergy_Loewe=1.21, Synergy_HSA=2.18. (5) Drug 1: C1CCC(C1)C(CC#N)N2C=C(C=N2)C3=C4C=CNC4=NC=N3. Drug 2: CC12CCC3C(C1CCC2O)C(CC4=C3C=CC(=C4)O)CCCCCCCCCS(=O)CCCC(C(F)(F)F)(F)F. Cell line: MCF7. Synergy scores: CSS=23.6, Synergy_ZIP=1.64, Synergy_Bliss=1.55, Synergy_Loewe=-2.51, Synergy_HSA=1.76. (6) Drug 1: CC=C1C(=O)NC(C(=O)OC2CC(=O)NC(C(=O)NC(CSSCCC=C2)C(=O)N1)C(C)C)C(C)C. Synergy scores: CSS=20.4, Synergy_ZIP=2.85, Synergy_Bliss=4.71, Synergy_Loewe=-56.0, Synergy_HSA=1.84. Drug 2: C1C(C(OC1N2C=NC(=NC2=O)N)CO)O. Cell line: T-47D.